The task is: Predict the reactants needed to synthesize the given product.. This data is from Full USPTO retrosynthesis dataset with 1.9M reactions from patents (1976-2016). (1) The reactants are: C(OC(=O)/[C:7](/[C:27]#[N:28])=[CH:8]\[NH:9][C:10]1[S:11][CH:12]=[C:13]([C:20]2[CH:25]=[CH:24][C:23]([F:26])=[CH:22][CH:21]=2)[C:14]=1[C:15]([O:17]CC)=O)(C)(C)C.C(#N)C.C(O)(C(F)(F)F)=O. Given the product [F:26][C:23]1[CH:22]=[CH:21][C:20]([C:13]2[C:14]3[C:15](=[O:17])[C:7]([C:27]#[N:28])=[CH:8][NH:9][C:10]=3[S:11][CH:12]=2)=[CH:25][CH:24]=1, predict the reactants needed to synthesize it. (2) The reactants are: ClC1C(C(O)=O)=CC=C2C=1NC=C2.CO.[Cl:16][C:17]1[C:18]([C:32]([OH:34])=[O:33])=[CH:19][CH:20]=[C:21]2[C:25]=1[NH:24][CH:23]=[C:22]2[C:26]1[CH2:31][CH2:30][CH2:29][CH2:28][CH:27]=1. Given the product [Cl:16][C:17]1[C:18]([C:32]([OH:34])=[O:33])=[CH:19][CH:20]=[C:21]2[C:25]=1[NH:24][CH:23]=[C:22]2[CH:26]1[CH2:31][CH2:30][CH2:29][CH2:28][CH2:27]1, predict the reactants needed to synthesize it.